From a dataset of Full USPTO retrosynthesis dataset with 1.9M reactions from patents (1976-2016). Predict the reactants needed to synthesize the given product. (1) Given the product [CH2:1]([NH:3][C:4]1[NH:9][C:8](=[O:10])[C:7]([C:12]2[CH:17]=[CH:16][C:15]([O:18][C:19]3[CH:24]=[CH:23][N:22]=[C:21]([C:25]4[CH:26]=[N:27][N:28]([CH3:30])[CH:29]=4)[CH:20]=3)=[C:14]([CH3:31])[N:13]=2)=[CH:6][N:5]=1)[CH3:2], predict the reactants needed to synthesize it. The reactants are: [CH2:1]([NH:3][C:4]1[N:9]=[C:8]([O:10]C)[C:7]([C:12]2[CH:17]=[CH:16][C:15]([O:18][C:19]3[CH:24]=[CH:23][N:22]=[C:21]([C:25]4[CH:26]=[N:27][N:28]([CH3:30])[CH:29]=4)[CH:20]=3)=[C:14]([CH3:31])[N:13]=2)=[CH:6][N:5]=1)[CH3:2].Br.C([O-])(O)=O.[Na+]. (2) Given the product [CH2:1]([NH:9][C:10]1[CH:11]=[C:12]2[C:16]3=[C:17]([CH2:19][S:20][CH2:21][CH2:22][N:15]3[C@H:14]3[CH2:23][CH2:24][NH:25][CH2:26][C@@H:13]23)[CH:18]=1)[C:2]1[CH:7]=[CH:6][CH:5]=[CH:4][CH:3]=1, predict the reactants needed to synthesize it. The reactants are: [CH:1](=O)[C:2]1[CH:7]=[CH:6][CH:5]=[CH:4][CH:3]=1.[NH2:9][C:10]1[CH:11]=[C:12]2[C:16]3=[C:17]([CH2:19][S:20][CH2:21][CH2:22][N:15]3[C@H:14]3[CH2:23][CH2:24][N:25](C(OC(C)(C)C)=O)[CH2:26][C@@H:13]23)[CH:18]=1. (3) Given the product [F:1][C:2]1[CH:3]=[C:4]([CH:13]=[CH:14][CH:15]=1)[CH2:5][N:6]1[CH:10]=[CH:9][C:8]([CH2:11][NH2:16])=[CH:7]1, predict the reactants needed to synthesize it. The reactants are: [F:1][C:2]1[CH:3]=[C:4]([CH:13]=[CH:14][CH:15]=1)[CH2:5][N:6]1[CH:10]=[CH:9][C:8]([CH:11]=O)=[CH:7]1.[NH3:16].CO. (4) Given the product [CH2:25]([O:27][C:28]1[CH:29]=[C:30]([CH:33]=[CH:34][C:35]=1[O:36][CH3:37])[CH2:31][N:1]1[CH2:2][CH2:3][CH:4]([NH:7][C:8]2[O:9][C:10]3[C:16]([S:17]([N:20]4[CH2:24][CH2:23][CH2:22][CH2:21]4)(=[O:19])=[O:18])=[CH:15][CH:14]=[CH:13][C:11]=3[N:12]=2)[CH2:5][CH2:6]1)[CH3:26], predict the reactants needed to synthesize it. The reactants are: [NH:1]1[CH2:6][CH2:5][CH:4]([NH:7][C:8]2[O:9][C:10]3[C:16]([S:17]([N:20]4[CH2:24][CH2:23][CH2:22][CH2:21]4)(=[O:19])=[O:18])=[CH:15][CH:14]=[CH:13][C:11]=3[N:12]=2)[CH2:3][CH2:2]1.[CH2:25]([O:27][C:28]1[CH:29]=[C:30]([CH:33]=[CH:34][C:35]=1[O:36][CH3:37])[CH:31]=O)[CH3:26].C([BH3-])#N.[Na+].C(N(C(C)C)C(C)C)C.